Predict the reactants needed to synthesize the given product. From a dataset of Full USPTO retrosynthesis dataset with 1.9M reactions from patents (1976-2016). (1) The reactants are: C[O:2][C:3]([C:5]1[CH:15]=[C:14]([O:16][C:17]2[CH:22]=[C:21]([F:23])[CH:20]=[C:19]([F:24])[CH:18]=2)[C:8]2[CH2:9][C:10]([CH3:13])([CH3:12])[O:11][C:7]=2[CH:6]=1)=[O:4].[OH-].[Na+]. Given the product [F:23][C:21]1[CH:22]=[C:17]([CH:18]=[C:19]([F:24])[CH:20]=1)[O:16][C:14]1[C:8]2[CH2:9][C:10]([CH3:12])([CH3:13])[O:11][C:7]=2[CH:6]=[C:5]([C:3]([OH:4])=[O:2])[CH:15]=1, predict the reactants needed to synthesize it. (2) The reactants are: [CH:1]([C:3]1[CH:26]=[CH:25][C:6]([O:7][C:8]2[CH:13]=[CH:12][C:11]([NH:14][C:15](=[O:24])[C:16]3[CH:21]=[CH:20][C:19]([Cl:22])=[C:18]([Cl:23])[CH:17]=3)=[CH:10][N:9]=2)=[CH:5][CH:4]=1)=O.Cl.[CH2:28]([O:30][C:31](=[O:34])[CH2:32][NH2:33])[CH3:29].C([O-])(=O)C.[Na+].C([BH3-])#N.[Na+].Cl. Given the product [CH2:28]([O:30][C:31](=[O:34])[CH2:32][NH:33][CH2:1][C:3]1[CH:4]=[CH:5][C:6]([O:7][C:8]2[CH:13]=[CH:12][C:11]([NH:14][C:15](=[O:24])[C:16]3[CH:21]=[CH:20][C:19]([Cl:22])=[C:18]([Cl:23])[CH:17]=3)=[CH:10][N:9]=2)=[CH:25][CH:26]=1)[CH3:29], predict the reactants needed to synthesize it. (3) Given the product [NH:22]1[C@H:23]2[C@H:18]([CH2:17][CH2:16][C:15]3[C:24]2=[N:11][CH:12]=[CH:13][CH:14]=3)[CH2:19][CH2:20][CH2:21]1, predict the reactants needed to synthesize it. The reactants are: COC1C=CC([C@@H]([N:11]2[C@H:24]3[C@H:15]([CH2:16][CH2:17][C:18]4[C:23]3=[N:22][CH:21]=[CH:20][CH:19]=4)[CH2:14][CH2:13][CH2:12]2)C)=CC=1.